Dataset: Forward reaction prediction with 1.9M reactions from USPTO patents (1976-2016). Task: Predict the product of the given reaction. (1) The product is: [CH3:1][C:2]1[C:6]2[CH:7]=[CH:8][CH:9]=[CH:10][C:5]=2[O:4][C:3]=1[C:11](=[N:20][S@@:18]([C:15]([CH3:17])([CH3:16])[CH3:14])=[O:19])[CH3:12]. Given the reactants [CH3:1][C:2]1[C:6]2[CH:7]=[CH:8][CH:9]=[CH:10][C:5]=2[O:4][C:3]=1[C:11](=O)[CH3:12].[CH3:14][C:15]([S@:18]([NH2:20])=[O:19])([CH3:17])[CH3:16].[Na+].[Cl-], predict the reaction product. (2) Given the reactants Br[C:2]1[CH:3]=[C:4]2[C:10]([CH3:11])=[N:9][NH:8][C:5]2=[N:6][CH:7]=1.O1CCOCC1.[C:18](=O)([O-:20])[O-:19].[Na+].[Na+], predict the reaction product. The product is: [CH3:11][C:10]1[C:4]2[C:5](=[N:6][CH:7]=[C:2]([C:18]([OH:20])=[O:19])[CH:3]=2)[NH:8][N:9]=1. (3) Given the reactants [C:1]([N:9]1[CH2:22][CH2:21][C:20]2[C:19]3[C:18]([C:23]4[CH:28]=[CH:27][CH:26]=[CH:25][C:24]=4[O:29]C)=[CH:17][CH:16]=[CH:15][C:14]=3[NH:13][C:12]=2[CH2:11][CH2:10]1)(=[O:8])[C:2]1[CH:7]=[CH:6][CH:5]=[CH:4][CH:3]=1.B(Br)(Br)Br, predict the reaction product. The product is: [C:1]([N:9]1[CH2:22][CH2:21][C:20]2[C:19]3[C:18]([C:23]4[CH:28]=[CH:27][CH:26]=[CH:25][C:24]=4[OH:29])=[CH:17][CH:16]=[CH:15][C:14]=3[NH:13][C:12]=2[CH2:11][CH2:10]1)(=[O:8])[C:2]1[CH:3]=[CH:4][CH:5]=[CH:6][CH:7]=1. (4) Given the reactants [Cl:1][C:2]1[CH:3]=[C:4]([C:12]2[S:13][CH:14]=[CH:15][N:16]=2)[CH:5]=[CH:6][C:7]=1[O:8][CH:9]([CH3:11])[CH3:10].C([O-])(=O)C.[Na+].[Br:22]Br.[OH-].[Na+], predict the reaction product. The product is: [Br:22][C:14]1[S:13][C:12]([C:4]2[CH:5]=[CH:6][C:7]([O:8][CH:9]([CH3:11])[CH3:10])=[C:2]([Cl:1])[CH:3]=2)=[N:16][CH:15]=1. (5) Given the reactants Cl.Cl[C:3]1[N:8]=[CH:7][N:6]=[C:5]([N:9]2[C:13](=[O:14])[C:12]([N:15]3[CH:19]=[CH:18][N:17]=[CH:16]3)=[CH:11][NH:10]2)[CH:4]=1.Cl.[F:21][C:22]1([F:26])[CH2:25][NH:24][CH2:23]1.C(N(C(C)C)C(C)C)C, predict the reaction product. The product is: [F:21][C:22]1([F:26])[CH2:25][N:24]([C:3]2[N:8]=[CH:7][N:6]=[C:5]([N:9]3[C:13](=[O:14])[C:12]([N:15]4[CH:19]=[CH:18][N:17]=[CH:16]4)=[CH:11][NH:10]3)[CH:4]=2)[CH2:23]1. (6) Given the reactants Cl.Cl.C(O[N:6]=[CH:7][C:8]1[CH:9]=[C:10]2[C:14](=[CH:15][CH:16]=1)[NH:13][N:12]=[C:11]2[C:17]1[CH:18]=[C:19]([C:23]([NH:25][CH:26]2[CH2:34][C:33]3[C:28](=[CH:29][CH:30]=[CH:31][CH:32]=3)[CH2:27]2)=[O:24])[CH:20]=[CH:21][CH:22]=1)C.[NH2:35][NH:36][C:37](=O)[CH2:38][N:39]([CH3:41])[CH3:40].C[O-].[Na+], predict the reaction product. The product is: [CH3:40][N:39]([CH2:38][C:37]1[N:6]=[C:7]([C:8]2[CH:9]=[C:10]3[C:14](=[CH:15][CH:16]=2)[NH:13][N:12]=[C:11]3[C:17]2[CH:18]=[C:19]([C:23]([NH:25][CH:26]3[CH2:27][C:28]4[C:33](=[CH:32][CH:31]=[CH:30][CH:29]=4)[CH2:34]3)=[O:24])[CH:20]=[CH:21][CH:22]=2)[NH:35][N:36]=1)[CH3:41]. (7) Given the reactants [OH:1][C:2]1[CH:3]=[C:4]([CH:9]=[CH:10][C:11]=1[OH:12])[CH:5]=[CH:6][CH:7]=O.[C:13]([CH2:15][C:16]([NH:18][CH2:19][C:20]1[CH:25]=[CH:24][N:23]=[CH:22][CH:21]=1)=[O:17])#[N:14], predict the reaction product. The product is: [N:23]1[CH:24]=[CH:25][C:20]([CH2:19][NH:18][C:16](/[C:15](=[CH:7]/[CH:6]=[CH:5]/[C:4]2[CH:9]=[CH:10][C:11]([OH:12])=[C:2]([OH:1])[CH:3]=2)/[C:13]#[N:14])=[O:17])=[CH:21][CH:22]=1. (8) Given the reactants [C:1]1([C:7]2[N:8]=[CH:9][O:10][CH:11]=2)[CH:6]=[CH:5][CH:4]=[CH:3][CH:2]=1.[N+:12]([O-])([OH:14])=[O:13], predict the reaction product. The product is: [N+:12]([C:4]1[CH:3]=[CH:2][C:1]([C:7]2[N:8]=[CH:9][O:10][CH:11]=2)=[CH:6][CH:5]=1)([O-:14])=[O:13]. (9) Given the reactants [F:1][C:2]1[CH:7]=[CH:6][C:5]([N:8]2[C:17]3[C:12](=[CH:13][C:14]([F:25])=[C:15]([N:18]4[CH2:23][CH2:22]N(C)[CH2:20][CH2:19]4)[CH:16]=3)[C:11](=[O:26])[N:10]([OH:27])[C:9]2=[O:28])=[CH:4][CH:3]=1.FC(F)(F)C([O-])=O, predict the reaction product. The product is: [F:1][C:2]1[CH:7]=[CH:6][C:5]([N:8]2[C:17]3[C:12](=[CH:13][C:14]([F:25])=[C:15]([N:18]4[CH2:23][CH2:22][CH2:20][CH2:19]4)[CH:16]=3)[C:11](=[O:26])[N:10]([OH:27])[C:9]2=[O:28])=[CH:4][CH:3]=1.